From a dataset of Peptide-MHC class I binding affinity with 185,985 pairs from IEDB/IMGT. Regression. Given a peptide amino acid sequence and an MHC pseudo amino acid sequence, predict their binding affinity value. This is MHC class I binding data. (1) The peptide sequence is YTVKYPPL. The MHC is H-2-Kb with pseudo-sequence H-2-Kb. The binding affinity (normalized) is 0.482. (2) The binding affinity (normalized) is 0.0225. The MHC is HLA-A26:01 with pseudo-sequence HLA-A26:01. The peptide sequence is TWEAWWTEYW.